Dataset: Forward reaction prediction with 1.9M reactions from USPTO patents (1976-2016). Task: Predict the product of the given reaction. Given the reactants [Cl:1][C:2]1[CH:7]=[C:6]([Cl:8])[N:5]=[CH:4][N:3]=1.[NH:9]1[CH2:14][CH2:13][NH:12][CH2:11][CH2:10]1, predict the reaction product. The product is: [ClH:1].[Cl:8][C:6]1[N:5]=[CH:4][N:3]=[C:2]([N:9]2[CH2:14][CH2:13][NH:12][CH2:11][CH2:10]2)[CH:7]=1.